From a dataset of Catalyst prediction with 721,799 reactions and 888 catalyst types from USPTO. Predict which catalyst facilitates the given reaction. Reactant: [C:1]([Si:5]([O:8][CH2:9][C:10]1[S:11][CH:12]=[C:13]([CH2:15][CH3:16])[CH:14]=1)([CH3:7])[CH3:6])([CH3:4])([CH3:3])[CH3:2].C([Li])CCC.CCCCCC.CN(C)[CH:30]=[O:31].[Cl-].[NH4+]. The catalyst class is: 30. Product: [Si:5]([O:8][CH2:9][C:10]1[S:11][C:12]([CH:30]=[O:31])=[C:13]([CH2:15][CH3:16])[CH:14]=1)([C:1]([CH3:4])([CH3:3])[CH3:2])([CH3:7])[CH3:6].